This data is from Peptide-MHC class I binding affinity with 185,985 pairs from IEDB/IMGT. The task is: Regression. Given a peptide amino acid sequence and an MHC pseudo amino acid sequence, predict their binding affinity value. This is MHC class I binding data. (1) The peptide sequence is SLIANINWID. The MHC is Mamu-A2201 with pseudo-sequence Mamu-A2201. The binding affinity (normalized) is 0.135. (2) The peptide sequence is YLVSIFLHL. The MHC is HLA-A24:02 with pseudo-sequence HLA-A24:02. The binding affinity (normalized) is 0.167. (3) The peptide sequence is TRTSPNIPK. The MHC is HLA-B39:01 with pseudo-sequence HLA-B39:01. The binding affinity (normalized) is 0.0847. (4) The peptide sequence is STAYEINNEL. The MHC is HLA-A02:01 with pseudo-sequence HLA-A02:01. The binding affinity (normalized) is 0.161.